From a dataset of Forward reaction prediction with 1.9M reactions from USPTO patents (1976-2016). Predict the product of the given reaction. (1) Given the reactants [N:1]1[CH:6]=[CH:5][CH:4]=[CH:3][C:2]=1[CH:7]1[C:16](=O)[C:15]2[C:10](=[CH:11][CH:12]=[CH:13][CH:14]=2)[O:9][CH2:8]1.N1C=CC=CC=1.C(O)C.Cl.Cl.[CH3:29][N:30]([CH2:32][CH2:33][O:34][NH2:35])[CH3:31], predict the reaction product. The product is: [CH3:29][N:30]([CH3:31])[CH2:32][CH2:33][O:34][N:35]=[C:16]1[C:15]2[C:10](=[CH:11][CH:12]=[CH:13][CH:14]=2)[O:9][CH2:8][CH:7]1[C:2]1[CH:3]=[CH:4][CH:5]=[CH:6][N:1]=1. (2) Given the reactants Cl.[CH3:2][O:3][C:4](=[O:15])[C@H:5]([CH2:7][C:8]1[CH:13]=[CH:12][C:11]([OH:14])=[CH:10][CH:9]=1)[NH2:6].C(N(CC)CC)C.Cl.[C:24](Cl)(=[O:32])[CH2:25][CH2:26][CH2:27][CH2:28][CH2:29][CH2:30][CH3:31], predict the reaction product. The product is: [OH:14][C:11]1[CH:10]=[CH:9][C:8]([CH2:7][C@H:5]([NH:6][C:24](=[O:32])[CH2:25][CH2:26][CH2:27][CH2:28][CH2:29][CH2:30][CH3:31])[C:4]([O:3][CH3:2])=[O:15])=[CH:13][CH:12]=1. (3) Given the reactants [Cl:1][C:2]1[C:3]([NH:37][CH:38]2[CH:43]3[CH2:44][CH2:45][CH:40]([CH2:41][CH2:42]3)[CH:39]2[C:46]([O:48][CH3:49])=[O:47])=[N:4][C:5]([C:8]2[C:16]3[C:11](=[N:12][CH:13]=[C:14]([F:17])[CH:15]=3)[N:10](C(C3C=CC=CC=3)(C3C=CC=CC=3)C3C=CC=CC=3)[N:9]=2)=[N:6][CH:7]=1.[SiH](CC)(CC)CC.FC(F)(F)C(O)=O, predict the reaction product. The product is: [Cl:1][C:2]1[C:3]([NH:37][CH:38]2[CH:43]3[CH2:42][CH2:41][CH:40]([CH2:45][CH2:44]3)[CH:39]2[C:46]([O:48][CH3:49])=[O:47])=[N:4][C:5]([C:8]2[C:16]3[C:11](=[N:12][CH:13]=[C:14]([F:17])[CH:15]=3)[NH:10][N:9]=2)=[N:6][CH:7]=1. (4) The product is: [CH3:30][CH:23]([CH2:22][C:19]1[CH:18]=[CH:17][C:16]([O:15][CH2:40][CH2:39][C:37]2[CH:36]=[CH:35][CH:34]=[C:33]([NH:32][CH3:31])[N:38]=2)=[CH:21][CH:20]=1)[CH2:24][C:25]([O:27][CH2:28][CH3:29])=[O:26]. Given the reactants N(C(OC(C)C)=O)=NC(OC(C)C)=O.[OH:15][C:16]1[CH:21]=[CH:20][C:19]([CH2:22][CH:23]([CH3:30])[CH2:24][C:25]([O:27][CH2:28][CH3:29])=[O:26])=[CH:18][CH:17]=1.[CH3:31][NH:32][C:33]1[N:38]=[C:37]([CH:39](O)[CH3:40])[CH:36]=[CH:35][CH:34]=1.C1(P(C2C=CC=CC=2)C2C=CC=CC=2)C=CC=CC=1, predict the reaction product. (5) Given the reactants [N:1]1[CH:6]=[CH:5][CH:4]=[CH:3][C:2]=1[C:7]1[NH:11][CH:10]=[C:9]([CH:12]=[O:13])[CH:8]=1.[H-].[Na+].C1OCCOCCOCCOCCOC1.[F:31][C:32]1[CH:33]=[C:34]([S:39](Cl)(=[O:41])=[O:40])[CH:35]=[CH:36][C:37]=1[F:38], predict the reaction product. The product is: [F:31][C:32]1[CH:33]=[C:34]([S:39]([N:11]2[C:7]([C:2]3[CH:3]=[CH:4][CH:5]=[CH:6][N:1]=3)=[CH:8][C:9]([CH:12]=[O:13])=[CH:10]2)(=[O:40])=[O:41])[CH:35]=[CH:36][C:37]=1[F:38].